This data is from Drug-target binding data from BindingDB using Ki measurements. The task is: Regression. Given a target protein amino acid sequence and a drug SMILES string, predict the binding affinity score between them. We predict pKi (pKi = -log10(Ki in M); higher means stronger inhibition). Dataset: bindingdb_ki. The small molecule is OC[C@H](O)[C@@H](O)[C@H](O)[C@H](O)C[S@@+]1C[C@@H](O)[C@H](O)[C@H]1CO. The target protein (P14410) has sequence MARKKFSGLEISLIVLFVIVTIIAIALIVVLATKTPAVDEISDSTSTPATTRVTTNPSDSGKCPNVLNDPVNVRINCIPEQFPTEGICAQRGCCWRPWNDSLIPWCFFVDNHGYNVQDMTTTSIGVEAKLNRIPSPTLFGNDINSVLFTTQNQTPNRFRFKITDPNNRRYEVPHQYVKEFTGPTVSDTLYDVKVAQNPFSIQVIRKSNGKTLFDTSIGPLVYSDQYLQISTRLPSDYIYGIGEQVHKRFRHDLSWKTWPIFTRDQLPGDNNNNLYGHQTFFMCIEDTSGKSFGVFLMNSNAMEIFIQPTPIVTYRVTGGILDFYILLGDTPEQVVQQYQQLVGLPAMPAYWNLGFQLSRWNYKSLDVVKEVVRRNREAGIPFDTQVTDIDYMEDKKDFTYDQVAFNGLPQFVQDLHDHGQKYVIILDPAISIGRRANGTTYATYERGNTQHVWINESDGSTPIIGEVWPGLTVYPDFTNPNCIDWWANECSIFHQEVQYD.... The pKi is 6.5.